This data is from Full USPTO retrosynthesis dataset with 1.9M reactions from patents (1976-2016). The task is: Predict the reactants needed to synthesize the given product. (1) Given the product [CH3:40][N:41]1[C:45]([C:2]2[C:11]([CH3:12])=[C:10]3[C:5]([CH:6]=[CH:7][C:8]([C:13]4[N:17]5[CH:18]=[C:19]([C@@H:22]([N:27]6[CH2:31][CH2:30][C@H:29]([NH:32][C:33](=[O:39])[O:34][C:35]([CH3:38])([CH3:37])[CH3:36])[CH2:28]6)[C:23]([F:25])([F:26])[F:24])[CH:20]=[CH:21][C:16]5=[N:15][N:14]=4)=[N:9]3)=[CH:4][CH:3]=2)=[CH:44][C:43]([CH3:55])=[N:42]1, predict the reactants needed to synthesize it. The reactants are: Br[C:2]1[C:11]([CH3:12])=[C:10]2[C:5]([CH:6]=[CH:7][C:8]([C:13]3[N:17]4[CH:18]=[C:19]([C@@H:22]([N:27]5[CH2:31][CH2:30][C@H:29]([NH:32][C:33](=[O:39])[O:34][C:35]([CH3:38])([CH3:37])[CH3:36])[CH2:28]5)[C:23]([F:26])([F:25])[F:24])[CH:20]=[CH:21][C:16]4=[N:15][N:14]=3)=[N:9]2)=[CH:4][CH:3]=1.[CH3:40][N:41]1[C:45](B2OC(C)(C)C(C)(C)O2)=[CH:44][C:43]([CH3:55])=[N:42]1. (2) The reactants are: Br[C:2]1[CH:7]=[CH:6][CH:5]=[C:4]([C:8]([F:11])([F:10])[F:9])[N:3]=1.C([Li])CCC.[OH:17][C@@:18]1([CH2:53][O:54][CH3:55])[CH2:23][CH2:22][CH2:21][CH2:20][C@H:19]1[N:24]1[C:28]([C:29]2[CH:34]=[CH:33][CH:32]=[CH:31][CH:30]=2)=[C:27]([C:35]([N:37]2[CH2:42][CH2:41][N:40]([C:43]([O:45][C:46]([CH3:49])([CH3:48])[CH3:47])=[O:44])[CH2:39][C@H:38]2[CH2:50][CH:51]=[O:52])=[O:36])[N:26]=[CH:25]1.[Cl-].[NH4+]. Given the product [OH:17][C@@:18]1([CH2:53][O:54][CH3:55])[CH2:23][CH2:22][CH2:21][CH2:20][C@H:19]1[N:24]1[C:28]([C:29]2[CH:30]=[CH:31][CH:32]=[CH:33][CH:34]=2)=[C:27]([C:35]([N:37]2[CH2:42][CH2:41][N:40]([C:43]([O:45][C:46]([CH3:48])([CH3:49])[CH3:47])=[O:44])[CH2:39][C@H:38]2[CH2:50][C@@H:51]([OH:52])[C:2]2[CH:7]=[CH:6][CH:5]=[C:4]([C:8]([F:11])([F:10])[F:9])[N:3]=2)=[O:36])[N:26]=[CH:25]1.[OH:17][C@@:18]1([CH2:53][O:54][CH3:55])[CH2:23][CH2:22][CH2:21][CH2:20][C@H:19]1[N:24]1[C:28]([C:29]2[CH:30]=[CH:31][CH:32]=[CH:33][CH:34]=2)=[C:27]([C:35]([N:37]2[CH2:42][CH2:41][N:40]([C:43]([O:45][C:46]([CH3:48])([CH3:49])[CH3:47])=[O:44])[CH2:39][C@H:38]2[CH2:50][C@H:51]([OH:52])[C:2]2[CH:7]=[CH:6][CH:5]=[C:4]([C:8]([F:11])([F:10])[F:9])[N:3]=2)=[O:36])[N:26]=[CH:25]1, predict the reactants needed to synthesize it. (3) Given the product [F:1][C:2]1[CH:3]=[CH:4][C:5]([O:33][CH3:34])=[C:6]([C:8]2[CH:13]=[CH:12][N:11]=[C:10]3[NH:14][C:15]([C:17]4[CH2:21][NH:20][CH:19]([C:29]([OH:31])=[O:30])[CH:18]=4)=[CH:16][C:9]=23)[CH:7]=1, predict the reactants needed to synthesize it. The reactants are: [F:1][C:2]1[CH:3]=[CH:4][C:5]([O:33][CH3:34])=[C:6]([C:8]2[CH:13]=[CH:12][N:11]=[C:10]3[NH:14][C:15]([C:17]4[CH2:21][N:20](C(OC(C)(C)C)=O)[C@@H:19]([C:29]([O:31]C)=[O:30])[CH:18]=4)=[CH:16][C:9]=23)[CH:7]=1.[OH-].[Na+].P(=O)(O)(O)O.Cl. (4) The reactants are: [Si:1]([O:8][CH:9]1[CH2:14][CH2:13][CH:12]([CH2:15][C:16]([O-:18])=[O:17])[CH2:11][CH2:10]1)([C:4]([CH3:7])([CH3:6])[CH3:5])([CH3:3])[CH3:2].[OH-].[Na+].OS([O-])(=O)=O.[K+]. Given the product [C:4]([Si:1]([CH3:2])([CH3:3])[O:8][CH:9]1[CH2:14][CH2:13][CH:12]([CH2:15][C:16]([OH:18])=[O:17])[CH2:11][CH2:10]1)([CH3:7])([CH3:6])[CH3:5], predict the reactants needed to synthesize it. (5) Given the product [CH3:12][C:7]([OH:19])([CH2:6][CH2:5][C:4]1[CH:3]=[C:2]([F:1])[CH:11]=[CH:10][C:9]=1[OH:8])[CH3:13], predict the reactants needed to synthesize it. The reactants are: [F:1][C:2]1[CH:3]=[C:4]2[C:9](=[CH:10][CH:11]=1)[O:8][C:7]([CH3:13])([CH3:12])[CH2:6][C:5]2=O.[H][H].C([OH:19])C.